Dataset: NCI-60 drug combinations with 297,098 pairs across 59 cell lines. Task: Regression. Given two drug SMILES strings and cell line genomic features, predict the synergy score measuring deviation from expected non-interaction effect. (1) Drug 1: C1=C(C(=O)NC(=O)N1)N(CCCl)CCCl. Drug 2: C1=NNC2=C1C(=O)NC=N2. Cell line: OVCAR-8. Synergy scores: CSS=11.2, Synergy_ZIP=-6.60, Synergy_Bliss=-0.997, Synergy_Loewe=-10.7, Synergy_HSA=-1.24. (2) Drug 1: CC1OCC2C(O1)C(C(C(O2)OC3C4COC(=O)C4C(C5=CC6=C(C=C35)OCO6)C7=CC(=C(C(=C7)OC)O)OC)O)O. Drug 2: CC1CCC2CC(C(=CC=CC=CC(CC(C(=O)C(C(C(=CC(C(=O)CC(OC(=O)C3CCCCN3C(=O)C(=O)C1(O2)O)C(C)CC4CCC(C(C4)OC)OCCO)C)C)O)OC)C)C)C)OC. Cell line: EKVX. Synergy scores: CSS=37.7, Synergy_ZIP=-1.93, Synergy_Bliss=0.324, Synergy_Loewe=5.66, Synergy_HSA=6.23. (3) Drug 1: CCN(CC)CCCC(C)NC1=C2C=C(C=CC2=NC3=C1C=CC(=C3)Cl)OC. Drug 2: CC1=C(C(=O)C2=C(C1=O)N3CC4C(C3(C2COC(=O)N)OC)N4)N. Cell line: SF-295. Synergy scores: CSS=48.5, Synergy_ZIP=-6.46, Synergy_Bliss=-4.71, Synergy_Loewe=-14.5, Synergy_HSA=-2.46. (4) Drug 1: CN(C)C1=NC(=NC(=N1)N(C)C)N(C)C. Drug 2: B(C(CC(C)C)NC(=O)C(CC1=CC=CC=C1)NC(=O)C2=NC=CN=C2)(O)O. Cell line: A498. Synergy scores: CSS=-6.81, Synergy_ZIP=-1.41, Synergy_Bliss=-8.62, Synergy_Loewe=-25.5, Synergy_HSA=-13.4. (5) Drug 1: CN(C)N=NC1=C(NC=N1)C(=O)N. Drug 2: CCN(CC)CCCC(C)NC1=C2C=C(C=CC2=NC3=C1C=CC(=C3)Cl)OC. Cell line: HOP-92. Synergy scores: CSS=34.0, Synergy_ZIP=-4.66, Synergy_Bliss=0.332, Synergy_Loewe=-11.8, Synergy_HSA=1.41. (6) Drug 1: C1CN1P(=S)(N2CC2)N3CC3. Drug 2: C1CCC(C(C1)N)N.C(=O)(C(=O)[O-])[O-].[Pt+4]. Cell line: A549. Synergy scores: CSS=54.6, Synergy_ZIP=5.19, Synergy_Bliss=5.71, Synergy_Loewe=5.04, Synergy_HSA=9.33. (7) Drug 2: CC1=C(C=C(C=C1)NC(=O)C2=CC=C(C=C2)CN3CCN(CC3)C)NC4=NC=CC(=N4)C5=CN=CC=C5. Drug 1: CC1=C(C(CCC1)(C)C)C=CC(=CC=CC(=CC(=O)O)C)C. Synergy scores: CSS=-6.55, Synergy_ZIP=5.55, Synergy_Bliss=5.09, Synergy_Loewe=-11.3, Synergy_HSA=-9.79. Cell line: HCT116.